The task is: Predict which catalyst facilitates the given reaction.. This data is from Catalyst prediction with 721,799 reactions and 888 catalyst types from USPTO. (1) Reactant: [CH2:1]([C:3]1[CH:8]=[CH:7][C:6]([C:9]2[CH:14]=[C:13]([C:15]([F:18])([F:17])[F:16])[N:12]3[N:19]=[CH:20][C:21]([C:22]([O:24][CH2:25][CH3:26])=[O:23])=[C:11]3[N:10]=2)=[CH:5][CH:4]=1)[CH3:2].[BH4-].[Na+]. Product: [CH2:1]([C:3]1[CH:8]=[CH:7][C:6]([C@H:9]2[CH2:14][C@@H:13]([C:15]([F:18])([F:16])[F:17])[N:12]3[N:19]=[CH:20][C:21]([C:22]([O:24][CH2:25][CH3:26])=[O:23])=[C:11]3[NH:10]2)=[CH:5][CH:4]=1)[CH3:2]. The catalyst class is: 5. (2) Reactant: [F:1][C:2]1[CH:7]=[C:6]([C:8]([F:11])([F:10])[F:9])[CH:5]=[CH:4][C:3]=1[CH:12]1[CH2:17][NH:16][CH2:15][CH:14]([C:18]([O:20][CH3:21])=[O:19])[CH2:13]1.C(N(CC)CC)C.Cl[C:30]([O:32][C:33]1[CH:38]=[CH:37][C:36]([N+:39]([O-:41])=[O:40])=[CH:35][CH:34]=1)=[O:31]. Product: [F:1][C:2]1[CH:7]=[C:6]([C:8]([F:11])([F:9])[F:10])[CH:5]=[CH:4][C:3]=1[CH:12]1[CH2:17][N:16]([C:30]([O:32][C:33]2[CH:34]=[CH:35][C:36]([N+:39]([O-:41])=[O:40])=[CH:37][CH:38]=2)=[O:31])[CH2:15][CH:14]([C:18]([O:20][CH3:21])=[O:19])[CH2:13]1. The catalyst class is: 4. (3) Reactant: [CH3:1][C:2](=[O:7])[CH2:3][C:4](=O)[CH3:5].[O:8]1[CH2:12][CH2:11][CH2:10][C@@H:9]1[CH2:13][NH:14][C:15]([NH2:17])=[S:16].CS(C)=O.Cl. Product: [NH:17]=[C:15]1[N:14]([CH2:13][C@H:9]2[CH2:10][CH2:11][CH2:12][O:8]2)[C:4]([CH3:5])=[C:3]([C:2](=[O:7])[CH3:1])[S:16]1. The catalyst class is: 54. (4) Reactant: [CH2:1]1[N:6]2[CH2:7][N:8]3[CH2:10][N:4]([CH2:5]2)[CH2:3][N:2]1[CH2:9]3.[Br:11][CH2:12][C:13]([C:15]1[CH:20]=[CH:19][CH:18]=[C:17]([Br:21])[CH:16]=1)=[O:14]. Product: [BrH:11].[Br:21][C:17]1[CH:16]=[C:15]([C:13](=[O:14])[CH2:12][N+:2]23[CH2:9][N:8]4[CH2:10][N:4]([CH2:5][N:6]([CH2:7]4)[CH2:1]2)[CH2:3]3)[CH:20]=[CH:19][CH:18]=1. The catalyst class is: 22. (5) Reactant: [O:1]=[C:2]1[CH2:10][C:9]2[C:4](=[CH:5][C:6]([CH2:11][C:12]([OH:14])=O)=[CH:7][CH:8]=2)[NH:3]1.C[CH2:16][N:17]=C=NCCCN(C)C.C1C=CC2N(O)N=NC=2C=1.[F:36][C@H:37]1[CH2:41][CH2:40][N:39]([CH2:42][C@H:43]([C:46]2[CH:47]=[C:48]([CH:51]=[CH:52][CH:53]=2)[C:49]#[N:50])NC)[CH2:38]1. Product: [C:49]([C:48]1[CH:47]=[C:46]([C@H:43]([CH:11]([C:6]2[CH:5]=[C:4]3[C:9]([CH2:10][C:2](=[O:1])[NH:3]3)=[CH:8][CH:7]=2)[C:12]([NH:17][CH3:16])=[O:14])[CH2:42][N:39]2[CH2:40][CH2:41][C@H:37]([F:36])[CH2:38]2)[CH:53]=[CH:52][CH:51]=1)#[N:50]. The catalyst class is: 9. (6) Reactant: Cl.[Cl:2][C:3]1[CH:4]=[C:5]2[C:9](=[CH:10][CH:11]=1)[NH:8][C:7]([C:12]([NH:14][CH:15]1[CH2:24][C:23]3[C:18](=[CH:19][CH:20]=[CH:21][CH:22]=3)[N:17]([CH2:25][CH:26]3[CH2:31][O:30]C(C)(C)[O:28][CH2:27]3)[C:16]1=[O:34])=[O:13])=[CH:6]2. Product: [Cl:2][C:3]1[CH:4]=[C:5]2[C:9](=[CH:10][CH:11]=1)[NH:8][C:7]([C:12]([NH:14][CH:15]1[CH2:24][C:23]3[C:18](=[CH:19][CH:20]=[CH:21][CH:22]=3)[N:17]([CH2:25][CH:26]([CH2:27][OH:28])[CH2:31][OH:30])[C:16]1=[O:34])=[O:13])=[CH:6]2. The catalyst class is: 1. (7) Reactant: [Br:1][C:2]1[CH:3]=[C:4]([C:14]([O:16]C)=[O:15])[C:5]2[CH:6]=[CH:7][N:8]([CH:11]3[CH2:13][CH2:12]3)[C:9]=2[CH:10]=1.[OH-].[Na+]. Product: [Br:1][C:2]1[CH:3]=[C:4]([C:14]([OH:16])=[O:15])[C:5]2[CH:6]=[CH:7][N:8]([CH:11]3[CH2:13][CH2:12]3)[C:9]=2[CH:10]=1. The catalyst class is: 92. (8) The catalyst class is: 3. Product: [C:1]([O:5][C:6](=[O:7])[NH:8][C@H:9]1[CH2:13][CH2:12][C@@:11]([CH2:17][CH3:18])([C:14]([N:32]2[CH2:33][CH2:34][N:29]([C:25]3[CH:24]=[C:23]([C:22]([F:36])([F:21])[F:35])[CH:28]=[CH:27][N:26]=3)[CH2:30][CH2:31]2)=[O:16])[CH2:10]1)([CH3:2])([CH3:3])[CH3:4]. Reactant: [C:1]([O:5][C:6]([NH:8][C@H:9]1[CH2:13][CH2:12][C@@:11]([CH2:17][CH3:18])([C:14]([OH:16])=O)[CH2:10]1)=[O:7])([CH3:4])([CH3:3])[CH3:2].Cl.Cl.[F:21][C:22]([F:36])([F:35])[C:23]1[CH:28]=[CH:27][N:26]=[C:25]([N:29]2[CH2:34][CH2:33][NH:32][CH2:31][CH2:30]2)[CH:24]=1.C(N(CC)CC)C.